Dataset: Tyrosyl-DNA phosphodiesterase HTS with 341,365 compounds. Task: Binary Classification. Given a drug SMILES string, predict its activity (active/inactive) in a high-throughput screening assay against a specified biological target. The molecule is O=C1N(Cc2c1cccc2)C(C)C(=O)Nc1cc(OC)c(OC)cc1. The result is 0 (inactive).